This data is from Reaction yield outcomes from USPTO patents with 853,638 reactions. The task is: Predict the reaction yield, written as a fraction of the theoretical maximum amount of product (1.0 means a 100% yield; for example, 0.34 means a 34% yield). (1) The reactants are Cl[C:2]1[CH:7]=[C:6]([C:8]#[N:9])[CH:5]=[CH:4][N:3]=1.C([O-])([O-])=O.[Cs+].[Cs+].[F:16][C:17]([F:28])([F:27])[C:18]1[CH:23]=[CH:22][C:21](B(O)O)=[CH:20][CH:19]=1. The catalyst is O1CCOCC1.C([O-])(=O)C.[Pd+2].C([O-])(=O)C.C1(P(C2CCCCC2)C2C=CC=CC=2C2C(C(C)C)=CC(C(C)C)=CC=2C(C)C)CCCCC1. The product is [F:16][C:17]([F:28])([F:27])[C:18]1[CH:23]=[CH:22][C:21]([C:2]2[CH:7]=[C:6]([CH:5]=[CH:4][N:3]=2)[C:8]#[N:9])=[CH:20][CH:19]=1. The yield is 0.780. (2) The reactants are [CH3:1][O:2][C:3]1[CH:4]=[C:5]2[C:9](=[CH:10][CH:11]=1)[NH:8][CH:7]=[C:6]2[CH2:12][C:13]([OH:15])=[O:14].C(Cl)Cl.CC#N.CCN(C(C)C)C(C)C.CN(C(ON1N=NC2C=CC=NC1=2)=[N+](C)C)C.F[P-](F)(F)(F)(F)F.[C:55]([NH:62][C:63](=[NH:66])[S:64][CH3:65])([O:57][C:58]([CH3:61])([CH3:60])[CH3:59])=[O:56]. No catalyst specified. The product is [C:5]([N:62]([C:55]([O:57][C:58]([CH3:60])([CH3:61])[CH3:59])=[O:56])[C:63](=[NH:66])[S:64][CH3:65])([CH3:9])([CH3:6])[CH3:4].[CH3:1][O:2][C:3]1[CH:4]=[C:5]2[C:9](=[CH:10][CH:11]=1)[NH:8][CH:7]=[C:6]2[CH2:12][C:13]([O:15][C:55](=[O:56])[NH:62][C:63]([S:64][CH3:65])=[NH:66])=[O:14]. The yield is 0.740. (3) The yield is 0.710. The product is [Br:14][C:15]1[CH:16]=[C:17]([C:22]([C:2]2[CH:3]=[CH:4][C:5]([O:9][CH3:10])=[C:6]([CH3:8])[CH:7]=2)([OH:24])[CH3:23])[CH:18]=[CH:19][C:20]=1[Cl:21]. The reactants are Br[C:2]1[CH:3]=[CH:4][C:5]([O:9][CH3:10])=[C:6]([CH3:8])[CH:7]=1.[Mg].II.[Br:14][C:15]1[CH:16]=[C:17]([C:22](=[O:24])[CH3:23])[CH:18]=[CH:19][C:20]=1[Cl:21]. The catalyst is O1CCCC1. (4) The reactants are [CH3:1][C:2]1([CH3:11])[O:6][C@@:5]([CH3:10])([CH:7]=[N:8][OH:9])[CH2:4][O:3]1.[Cl:12]N1C(=O)CCC1=O. The catalyst is CN(C=O)C.O. The product is [OH:9][N:8]=[C:7]([Cl:12])[C@@:5]1([CH3:10])[CH2:4][O:3][C:2]([CH3:11])([CH3:1])[O:6]1. The yield is 0.920.